Task: Predict the reaction yield, written as a fraction of the theoretical maximum amount of product (1.0 means a 100% yield; for example, 0.34 means a 34% yield).. Dataset: Reaction yield outcomes from USPTO patents with 853,638 reactions (1) The reactants are [F:1][CH2:2][CH2:3][CH2:4][O:5][C:6]1[CH:14]=[C:13]2[C:9]([CH2:10][CH2:11][C:12]2=[O:15])=[CH:8][CH:7]=1.[C:16]([O:20]C)(=O)[CH:17]=[CH2:18].[CH3:22][C:23](C)([O-])C.[K+].[OH-].[K+]. The catalyst is [Cl-].[Na+].O.O. The product is [F:1][CH2:2][CH2:3][CH2:4][O:5][C:6]1[CH:14]=[C:13]2[C:9]([CH2:10][C:11]3([CH2:18][CH2:17][C:16](=[O:20])[CH2:23][CH2:22]3)[C:12]2=[O:15])=[CH:8][CH:7]=1. The yield is 0.660. (2) The reactants are C[O:2][C:3]1[C:8]([N:9]2[C:13](=[O:14])[C:12]3=[CH:15][CH:16]=[CH:17][CH:18]=[C:11]3[C:10]2=[O:19])=[CH:7][CH:6]=[C:5]([O:20]C)[N:4]=1.[BrH:22].CCOCC. The catalyst is C(O)(=O)C. The product is [BrH:22].[O:19]=[C:10]1[C:11]2[C:12](=[CH:15][CH:16]=[CH:17][CH:18]=2)[C:13](=[O:14])[N:9]1[C:8]1[C:3]([OH:2])=[N:4][C:5]([OH:20])=[CH:6][CH:7]=1. The yield is 0.710.